Task: Regression. Given a peptide amino acid sequence and an MHC pseudo amino acid sequence, predict their binding affinity value. This is MHC class I binding data.. Dataset: Peptide-MHC class I binding affinity with 185,985 pairs from IEDB/IMGT (1) The peptide sequence is AEAIFKLTY. The MHC is HLA-B44:03 with pseudo-sequence HLA-B44:03. The binding affinity (normalized) is 0.672. (2) The binding affinity (normalized) is 0. The peptide sequence is ARAALQGGG. The MHC is HLA-B15:03 with pseudo-sequence HLA-B15:03. (3) The peptide sequence is WQDGGWQSV. The MHC is HLA-B46:01 with pseudo-sequence HLA-B46:01. The binding affinity (normalized) is 0.0847.